This data is from Forward reaction prediction with 1.9M reactions from USPTO patents (1976-2016). The task is: Predict the product of the given reaction. (1) Given the reactants [F:1][C:2]1[CH:7]=[C:6]([CH3:8])[C:5]([S:9][CH2:10][C:11]([F:14])([F:13])[F:12])=[CH:4][C:3]=1[NH:15][NH2:16].[C:17](Cl)(=[O:22])[CH2:18][C:19](Cl)=[O:20].O1CCC[CH2:25]1, predict the reaction product. The product is: [F:1][C:2]1[CH:7]=[C:6]([CH3:8])[C:5]([S:9][CH2:10][C:11]([F:13])([F:14])[F:12])=[CH:4][C:3]=1[N:15]1[C:19]([OH:20])=[CH:18][C:17]([O:22][CH3:25])=[N:16]1. (2) Given the reactants [C:1]([O:5][C:6]([N:8]1[CH2:12][C@H:11]([F:13])[CH2:10][C@H:9]1[C:14]([OH:16])=O)=[O:7])([CH3:4])([CH3:3])[CH3:2].CCN(C(C)C)C(C)C.CN(C(ON1N=NC2C=CC=NC1=2)=[N+](C)C)C.F[P-](F)(F)(F)(F)F.[Cl:50][C:51]1[C:52]([C:59]2[CH:60]=[N:61][C:62]([C:65]([F:68])([F:67])[F:66])=[CH:63][CH:64]=2)=[CH:53][C:54]([CH2:57][NH2:58])=[N:55][CH:56]=1, predict the reaction product. The product is: [Cl:50][C:51]1[C:52]([C:59]2[CH:60]=[N:61][C:62]([C:65]([F:67])([F:66])[F:68])=[CH:63][CH:64]=2)=[CH:53][C:54]([CH2:57][NH:58][C:14]([C@@H:9]2[CH2:10][C@@H:11]([F:13])[CH2:12][N:8]2[C:6]([O:5][C:1]([CH3:2])([CH3:3])[CH3:4])=[O:7])=[O:16])=[N:55][CH:56]=1. (3) Given the reactants [NH2:1][C:2]1[C:10]([F:11])=[CH:9][C:5]([C:6]([OH:8])=O)=[C:4]([F:12])[CH:3]=1.Cl.Cl.[CH3:15][N:16]1[CH2:20][CH2:19][C@@H:18]([NH2:21])[CH2:17]1.CN(C(ON1N=NC2C=CC=NC1=2)=[N+](C)C)C.F[P-](F)(F)(F)(F)F.CCN(C(C)C)C(C)C, predict the reaction product. The product is: [NH2:1][C:2]1[C:10]([F:11])=[CH:9][C:5]([C:6]([NH:21][C@@H:18]2[CH2:19][CH2:20][N:16]([CH3:15])[CH2:17]2)=[O:8])=[C:4]([F:12])[CH:3]=1. (4) Given the reactants [F:1][C:2]1[C:3]([CH3:9])=[C:4]([OH:8])[CH:5]=[CH:6][CH:7]=1.[H-].[Na+].FC(F)(F)S(O[C:18]1[C:27]2[C:26](=[O:28])[N:25]([CH2:29][C@H:30]3[CH2:34][O:33][C:32]([CH3:36])([CH3:35])[O:31]3)[C:24](=[O:37])[N:23]([C:38]3[CH:43]=[CH:42][C:41]([I:44])=[CH:40][C:39]=3[F:45])[C:22]=2[N:21]([CH3:46])[C:20](=[O:47])[CH:19]=1)(=O)=O, predict the reaction product. The product is: [F:1][C:2]1[C:3]([CH3:9])=[C:4]([CH:5]=[CH:6][CH:7]=1)[O:8][C:18]1[C:27]2[C:26](=[O:28])[N:25]([CH2:29][C@H:30]3[CH2:34][O:33][C:32]([CH3:36])([CH3:35])[O:31]3)[C:24](=[O:37])[N:23]([C:38]3[CH:43]=[CH:42][C:41]([I:44])=[CH:40][C:39]=3[F:45])[C:22]=2[N:21]([CH3:46])[C:20](=[O:47])[CH:19]=1.